From a dataset of Full USPTO retrosynthesis dataset with 1.9M reactions from patents (1976-2016). Predict the reactants needed to synthesize the given product. (1) Given the product [CH:15]([N:8]1[C:9]2[C:5](=[CH:4][CH:3]=[C:2]([Cl:1])[CH:10]=2)[CH:6]=[C:7]1[CH:11]=[O:12])([C:16]1[CH:21]=[CH:20][CH:19]=[CH:18][CH:17]=1)[C:22]1[CH:27]=[CH:26][CH:25]=[CH:24][CH:23]=1, predict the reactants needed to synthesize it. The reactants are: [Cl:1][C:2]1[CH:10]=[C:9]2[C:5]([CH:6]=[C:7]([CH:11]=[O:12])[NH:8]2)=[CH:4][CH:3]=1.[H-].[Na+].[CH:15](Br)([C:22]1[CH:27]=[CH:26][CH:25]=[CH:24][CH:23]=1)[C:16]1[CH:21]=[CH:20][CH:19]=[CH:18][CH:17]=1. (2) Given the product [C:27]([OH:2])(=[O:28])[CH3:29].[CH2:5]([NH:7][C:8]1[NH:10][C:11]([NH:13][CH2:14][CH2:15][CH2:16][CH2:17][CH2:18][CH2:19][CH2:20][CH2:21][CH2:22][CH2:23][CH2:24][CH3:25])=[N:12][C:27]([CH3:29])([CH3:26])[N:9]=1)[CH3:6], predict the reactants needed to synthesize it. The reactants are: C[OH:2].Cl.Cl.[CH2:5]([NH:7][C:8]([NH:10][C:11]([NH:13][CH2:14][CH2:15][CH2:16][CH2:17][CH2:18][CH2:19][CH2:20][CH2:21][CH2:22][CH2:23][CH2:24][CH3:25])=[NH:12])=[NH:9])[CH3:6].[CH3:26][C:27]([CH3:29])=[O:28].